This data is from NCI-60 drug combinations with 297,098 pairs across 59 cell lines. The task is: Regression. Given two drug SMILES strings and cell line genomic features, predict the synergy score measuring deviation from expected non-interaction effect. Drug 1: CN1C(=O)N2C=NC(=C2N=N1)C(=O)N. Drug 2: CN(C(=O)NC(C=O)C(C(C(CO)O)O)O)N=O. Cell line: BT-549. Synergy scores: CSS=0.194, Synergy_ZIP=0.671, Synergy_Bliss=-0.361, Synergy_Loewe=-1.50, Synergy_HSA=-1.73.